This data is from CYP2D6 inhibition data for predicting drug metabolism from PubChem BioAssay. The task is: Regression/Classification. Given a drug SMILES string, predict its absorption, distribution, metabolism, or excretion properties. Task type varies by dataset: regression for continuous measurements (e.g., permeability, clearance, half-life) or binary classification for categorical outcomes (e.g., BBB penetration, CYP inhibition). Dataset: cyp2d6_veith. The drug is COc1ccc2c(c1)c(CC(=O)N1CCOCC1)c(C)n2C(=O)c1ccc(Cl)cc1. The result is 0 (non-inhibitor).